This data is from Full USPTO retrosynthesis dataset with 1.9M reactions from patents (1976-2016). The task is: Predict the reactants needed to synthesize the given product. (1) Given the product [C:27]([O:31][C:32](=[O:33])[NH:1][C:2]12[CH2:9][C:6]([NH:10][C:11]([C:13]3[CH:18]=[N:17][CH:16]=[C:15]([CH3:19])[N:14]=3)=[O:12])([CH2:7][CH2:8]1)[CH2:5][CH2:4][CH2:3]2)([CH3:30])([CH3:29])[CH3:28], predict the reactants needed to synthesize it. The reactants are: [NH2:1][C:2]12[CH2:9][C:6]([NH:10][C:11]([C:13]3[CH:18]=[N:17][CH:16]=[C:15]([CH3:19])[N:14]=3)=[O:12])([CH2:7][CH2:8]1)[CH2:5][CH2:4][CH2:3]2.C(N(CC)CC)C.[C:27]([O:31][C:32](O[C:32]([O:31][C:27]([CH3:30])([CH3:29])[CH3:28])=[O:33])=[O:33])([CH3:30])([CH3:29])[CH3:28]. (2) Given the product [CH:1]([C:4]1[CH:5]=[CH:6][C:7]([C:10]2[S:14][C:13](=[O:15])[N:12]([C:16]3[CH:25]=[CH:24][C:19]([C:20]([OH:22])=[O:21])=[CH:18][CH:17]=3)[N:11]=2)=[CH:8][CH:9]=1)([CH3:3])[CH3:2], predict the reactants needed to synthesize it. The reactants are: [CH:1]([C:4]1[CH:9]=[CH:8][C:7]([C:10]2[S:14][C:13](=[O:15])[N:12]([C:16]3[CH:25]=[CH:24][C:19]([C:20]([O:22]C)=[O:21])=[CH:18][CH:17]=3)[N:11]=2)=[CH:6][CH:5]=1)([CH3:3])[CH3:2].B(Br)(Br)Br. (3) Given the product [C:1]([C:3]1[CH:12]=[CH:11][C:6]([C:7]([OH:9])=[O:8])=[CH:5][CH:4]=1)#[CH:2], predict the reactants needed to synthesize it. The reactants are: [C:1]([C:3]1[CH:12]=[CH:11][C:6]([C:7]([O:9]C)=[O:8])=[CH:5][CH:4]=1)#[CH:2].CO.[Li+].[OH-].Cl. (4) Given the product [N:1]1[CH:6]=[CH:5][CH:4]=[C:3]([C:33]2[N:29]=[CH:28][C:30]([C:21]3[NH:17][C:18]([C:22]4[CH:23]=[N:24][CH:25]=[CH:26][CH:27]=4)=[N:19][CH:20]=3)=[CH:31][N:32]=2)[CH:2]=1.[CH2:10]([N:17]1[CH:21]=[CH:20][N:19]=[C:18]1[C:22]1[CH:23]=[N:24][CH:25]=[CH:26][CH:27]=1)[C:11]1[CH:12]=[CH:13][CH:14]=[CH:15][CH:16]=1, predict the reactants needed to synthesize it. The reactants are: [N:1]1[CH:6]=[CH:5][CH:4]=[C:3](B(O)O)[CH:2]=1.[CH2:10]([N:17]1[CH:21]=[CH:20][N:19]=[C:18]1[C:22]1[CH:23]=[N:24][CH:25]=[CH:26][CH:27]=1)[C:11]1[CH:16]=[CH:15][CH:14]=[CH:13][CH:12]=1.[C:28]([C:30]1[CH:31]=[N:32][CH:33]=CC=1)#[N:29].B(O)(O)C1C=CC=C(F)C=1.